Task: Predict the reaction yield, written as a fraction of the theoretical maximum amount of product (1.0 means a 100% yield; for example, 0.34 means a 34% yield).. Dataset: Reaction yield outcomes from USPTO patents with 853,638 reactions (1) The reactants are [NH3:1].[Cr:2]([O:6][Cr:7]([O-:10])(=[O:9])=[O:8])([O-:5])(=[O:4])=[O:3].[Na+:11].[Na+]. The catalyst is O. The product is [OH2:3].[OH2:3].[Cr:2]([O:6][Cr:7]([O-:10])(=[O:9])=[O:8])([O-:5])(=[O:4])=[O:3].[Na+:11].[Na+:11].[NH4+:1]. The yield is 0.700. (2) The reactants are Br[CH:2]1[C:10](=O)[C:6]2=[N:7][O:8][N:9]=[C:5]2[CH2:4][CH2:3]1.[NH2:12][C:13]([NH2:15])=[S:14]. The catalyst is C(O)C. The product is [N:7]1[O:8][N:9]=[C:5]2[CH2:4][CH2:3][C:2]3[S:14][C:13]([NH2:15])=[N:12][C:10]=3[C:6]=12. The yield is 0.900. (3) The reactants are [N+:1]([O-:9])([O:3][CH2:4][CH2:5][CH2:6][CH2:7][OH:8])=[O:2].[CH3:10][C:11]([C:17]1[C:22](=[O:23])[C:21]([CH3:24])=[C:20]([CH3:25])[C:19](=[O:26])[C:18]=1[CH3:27])([CH3:16])[CH2:12][C:13](O)=[O:14].C(Cl)CCl. The catalyst is C(Cl)Cl.CN(C1C=CN=CC=1)C. The product is [CH3:16][C:11]([C:17]1[C:22](=[O:23])[C:21]([CH3:24])=[C:20]([CH3:25])[C:19](=[O:26])[C:18]=1[CH3:27])([CH3:10])[CH2:12][C:13]([O:8][CH2:7][CH2:6][CH2:5][CH2:4][O:3][N+:1]([O-:9])=[O:2])=[O:14]. The yield is 0.920. (4) The reactants are [CH:1]1([C@@H:7]([NH:9][C:10]([C:12]2[CH:13]=[C:14]3[C:18](=[CH:19][CH:20]=2)[NH:17][N:16]=[CH:15]3)=[O:11])[CH3:8])[CH2:6][CH2:5][CH2:4][CH2:3][CH2:2]1.[I:21]I.C([O-])([O-])=O.[K+].[K+]. The catalyst is CN(C=O)C. The product is [CH:1]1([C@@H:7]([NH:9][C:10]([C:12]2[CH:13]=[C:14]3[C:18](=[CH:19][CH:20]=2)[NH:17][N:16]=[C:15]3[I:21])=[O:11])[CH3:8])[CH2:6][CH2:5][CH2:4][CH2:3][CH2:2]1. The yield is 0.670. (5) The reactants are [CH3:1][O:2][C:3]1[CH:8]=[CH:7][CH:6]=[CH:5][C:4]=1[CH2:9][CH2:10][C:11]([OH:13])=[O:12].[C:14]1([CH3:26])[CH:19]=[CH:18][C:17]([S:20]([CH2:23][CH2:24]O)(=[O:22])=[O:21])=[CH:16][CH:15]=1.O.C1(C)C=CC(S(O)(=O)=O)=CC=1.O. The catalyst is C1(C)C=CC=CC=1. The product is [C:14]1([CH3:26])[CH:19]=[CH:18][C:17]([S:20]([CH2:23][CH2:24][O:12][C:11](=[O:13])[CH2:10][CH2:9][C:4]2[CH:5]=[CH:6][CH:7]=[CH:8][C:3]=2[O:2][CH3:1])(=[O:22])=[O:21])=[CH:16][CH:15]=1. The yield is 0.880.